This data is from Reaction yield outcomes from USPTO patents with 853,638 reactions. The task is: Predict the reaction yield, written as a fraction of the theoretical maximum amount of product (1.0 means a 100% yield; for example, 0.34 means a 34% yield). The reactants are C(=O)=O.Cl[SiH2:5][CH2:6][CH2:7][CH2:8][CH2:9][CH2:10][CH2:11][CH2:12][CH2:13][CH2:14][CH2:15][CH2:16][CH2:17][CH2:18][CH2:19][CH2:20][CH2:21][CH2:22][CH:23]([CH:26]=[CH2:27])[CH:24]=[CH2:25].[CH3:28][NH:29][CH3:30]. The catalyst is CCCCCC. The product is [CH3:28][N:29]([SiH2:5][CH2:6][CH2:7][CH2:8][CH2:9][CH2:10][CH2:11][CH2:12][CH2:13][CH2:14][CH2:15][CH2:16][CH2:17][CH2:18][CH2:19][CH2:20][CH2:21][CH2:22][CH:23]([CH:26]=[CH2:27])[CH:24]=[CH2:25])[CH3:30]. The yield is 0.820.